Task: Predict the reactants needed to synthesize the given product.. Dataset: Full USPTO retrosynthesis dataset with 1.9M reactions from patents (1976-2016) (1) Given the product [ClH:18].[CH2:16]1[C@@H:17]2[C@H:13]([O:12][CH2:11][CH2:10][NH:9]2)[CH2:14][O:15]1, predict the reactants needed to synthesize it. The reactants are: C1([C@H]([N:9]2[C@H:17]3[C@@H:13]([CH2:14][O:15][CH2:16]3)[O:12][CH2:11][CH2:10]2)C)C=CC=CC=1.[Cl:18]C(OC(Cl)C)=O. (2) Given the product [Cl:1][C:2]1[C:11]2[C:6](=[CH:7][CH:8]=[C:9]([C:12]([C:14]3[O:18][C:17]([CH3:19])=[N:16][C:15]=3[CH3:20])([OH:13])[CH3:35])[CH:10]=2)[N:5]=[C:4]([O:21][CH3:22])[C:3]=1[CH2:23][C:24]1[CH:25]=[CH:26][C:27]([C:30]([F:31])([F:33])[F:32])=[CH:28][CH:29]=1, predict the reactants needed to synthesize it. The reactants are: [Cl:1][C:2]1[C:11]2[C:6](=[CH:7][CH:8]=[C:9]([C:12]([C:14]3[O:18][C:17]([CH3:19])=[N:16][C:15]=3[CH3:20])=[O:13])[CH:10]=2)[N:5]=[C:4]([O:21][CH3:22])[C:3]=1[CH2:23][C:24]1[CH:29]=[CH:28][C:27]([C:30]([F:33])([F:32])[F:31])=[CH:26][CH:25]=1.[Li][CH3:35]. (3) Given the product [Br:1][C:2]1[CH:3]=[C:4]2[C:9](=[CH:10][CH:11]=1)[N:8]=[C:7]([C:12]([O:14][CH:25]([CH3:26])[CH3:24])=[O:13])[CH:6]=[CH:5]2, predict the reactants needed to synthesize it. The reactants are: [Br:1][C:2]1[CH:3]=[C:4]2[C:9](=[CH:10][CH:11]=1)[N:8]=[C:7]([C:12]([OH:14])=[O:13])[CH:6]=[CH:5]2.CN(C(ON1N=N[C:25]2[CH:26]=CC=N[C:24]1=2)=[N+](C)C)C.F[P-](F)(F)(F)(F)F.CC(O)C.C(N(CC)C(C)C)(C)C. (4) Given the product [OH:23][CH2:22][CH2:21][NH:20][C:18]([O:17][CH:14]1[CH2:15][CH2:16][NH:11][CH:12]([C:24]2[CH:29]=[CH:28][CH:27]=[CH:26][C:25]=2[CH3:30])[CH2:13]1)=[O:19], predict the reactants needed to synthesize it. The reactants are: C(OC([N:11]1[CH2:16][CH2:15][CH:14]([O:17][C:18]([NH:20][CH2:21][CH2:22][OH:23])=[O:19])[CH2:13][CH:12]1[C:24]1[CH:29]=[CH:28][CH:27]=[CH:26][C:25]=1[CH3:30])=O)C1C=CC=CC=1. (5) Given the product [CH2:18]([O:3][CH2:4][C:5]1[CH2:10][CH2:9][N:8]([C:11]([O:13][C:14]([CH3:17])([CH3:16])[CH3:15])=[O:12])[CH2:7][CH:6]=1)[C:19]1[CH:24]=[CH:23][CH:22]=[CH:21][CH:20]=1, predict the reactants needed to synthesize it. The reactants are: [H-].[Na+].[OH:3][CH2:4][C:5]1[CH2:6][CH2:7][N:8]([C:11]([O:13][C:14]([CH3:17])([CH3:16])[CH3:15])=[O:12])[CH2:9][CH:10]=1.[CH2:18](Br)[C:19]1[CH:24]=[CH:23][CH:22]=[CH:21][CH:20]=1. (6) The reactants are: FC(F)(F)C(O)=O.[CH2:8]([NH:12][C:13]1[N:21]=[C:20]2[C:16]([N:17]=[C:18]([O:22][CH3:23])[NH:19]2)=[C:15]([NH2:24])[N:14]=1)[CH2:9][CH2:10][CH3:11].C(=O)([O-])[O-].[K+].[K+].CS(O[CH2:36][CH:37]1[CH2:42][CH2:41][O:40][C:39]([CH3:44])([CH3:43])[CH2:38]1)(=O)=O.[Br-].[Li+]. Given the product [CH2:8]([NH:12][C:13]1[N:21]=[C:20]2[C:16]([N:17]=[C:18]([O:22][CH3:23])[N:19]2[CH2:36][CH:37]2[CH2:42][CH2:41][O:40][C:39]([CH3:44])([CH3:43])[CH2:38]2)=[C:15]([NH2:24])[N:14]=1)[CH2:9][CH2:10][CH3:11], predict the reactants needed to synthesize it. (7) Given the product [Si:7]([O:6][C:17]1([C:31]2[S:32][CH:33]=[CH:34][N:35]=2)[CH2:26][CH2:25][CH2:24][C:23]2[CH:22]=[C:21]([C:27]([O:29][CH3:30])=[O:28])[CH:20]=[CH:19][C:18]1=2)([C:10]([CH3:11])([CH3:12])[CH3:13])([CH3:8])[CH3:9], predict the reactants needed to synthesize it. The reactants are: FC(F)(F)S([O:6][Si:7]([C:10]([CH3:13])([CH3:12])[CH3:11])([CH3:9])[CH3:8])(=O)=O.O[C:17]1([C:31]2[S:32][CH:33]=[CH:34][N:35]=2)[CH2:26][CH2:25][CH2:24][C:23]2[CH:22]=[C:21]([C:27]([O:29][CH3:30])=[O:28])[CH:20]=[CH:19][C:18]1=2.O.